This data is from Reaction yield outcomes from USPTO patents with 853,638 reactions. The task is: Predict the reaction yield, written as a fraction of the theoretical maximum amount of product (1.0 means a 100% yield; for example, 0.34 means a 34% yield). (1) The product is [NH2:1][C:4]1[NH:8][N:7]=[C:6]([C:9]2[O:13][N:12]=[C:11]([C:14]3[CH:15]=[CH:16][C:17]([O:20][C:21]([F:22])([F:24])[F:23])=[CH:18][CH:19]=3)[N:10]=2)[CH:5]=1. The yield is 0.930. The reactants are [N+:1]([C:4]1[NH:8][N:7]=[C:6]([C:9]2[O:13][N:12]=[C:11]([C:14]3[CH:19]=[CH:18][C:17]([O:20][C:21]([F:24])([F:23])[F:22])=[CH:16][CH:15]=3)[N:10]=2)[CH:5]=1)([O-])=O. The catalyst is C(OCC)(=O)C.[Pd]. (2) The reactants are [OH-].[Na+:2].C([O:5][C:6](=[O:41])[CH2:7][C:8]1[CH:13]=[C:12]([C:14]2[CH:19]=[CH:18][C:17]([C:20]([CH2:38][CH3:39])([C:23]3[CH:28]=[CH:27][C:26]([CH2:29][CH2:30][CH:31]([OH:36])[C:32]([CH3:35])([CH3:34])[CH3:33])=[C:25]([CH3:37])[CH:24]=3)[CH2:21][CH3:22])=[CH:16][C:15]=2[CH3:40])[N:11]=[N:10][CH:9]=1)C. The catalyst is CO. The product is [CH2:21]([C:20]([C:17]1[CH:18]=[CH:19][C:14]([C:12]2[N:11]=[N:10][CH:9]=[C:8]([CH2:7][C:6]([O-:41])=[O:5])[CH:13]=2)=[C:15]([CH3:40])[CH:16]=1)([C:23]1[CH:28]=[CH:27][C:26]([CH2:29][CH2:30][CH:31]([OH:36])[C:32]([CH3:34])([CH3:35])[CH3:33])=[C:25]([CH3:37])[CH:24]=1)[CH2:38][CH3:39])[CH3:22].[Na+:2]. The yield is 1.00.